This data is from Full USPTO retrosynthesis dataset with 1.9M reactions from patents (1976-2016). The task is: Predict the reactants needed to synthesize the given product. (1) Given the product [CH2:7]([O:28][C:24]1[C:25]([CH3:27])=[N:26][C:21]([Br:20])=[C:22]([CH3:30])[C:23]=1[CH3:29])[C:8]1[CH:13]=[CH:12][CH:11]=[CH:10][CH:9]=1, predict the reactants needed to synthesize it. The reactants are: C([O-])([O-])=O.[K+].[K+].[CH2:7](Cl)[C:8]1[CH:13]=[CH:12][CH:11]=[CH:10][CH:9]=1.CN(C=O)C.[Br:20][C:21]1[N:26]=[C:25]([CH3:27])[C:24]([OH:28])=[C:23]([CH3:29])[C:22]=1[CH3:30]. (2) Given the product [F:12][C:2]([F:1])([F:11])[C:3]1[CH:7]=[C:6]([CH2:8][OH:9])[NH:5][N:4]=1, predict the reactants needed to synthesize it. The reactants are: [F:1][C:2]([F:12])([F:11])[C:3]1[CH:7]=[C:6]([C:8](Cl)=[O:9])[NH:5][N:4]=1.[H-].[H-].[H-].[H-].[Li+].[Al+3].CO.CCOC(C)=O. (3) Given the product [CH2:3]([C@@H:4]([CH2:5][C:6]([NH:47][O:46][CH:41]1[CH2:42][CH2:43][CH2:44][CH2:45][O:40]1)=[O:8])[C:9]([NH:10][C@@H:11]([CH2:16][CH2:17][C:18]1[CH:23]=[CH:22][CH:21]=[CH:20][CH:19]=1)[C:12]([NH:14][CH3:15])=[O:13])=[O:24])[CH:2]([CH3:1])[CH3:25], predict the reactants needed to synthesize it. The reactants are: [CH3:1][CH:2]([CH3:25])[CH2:3][C@H:4]([C:9](=[O:24])[NH:10][C@@H:11]([CH2:16][CH2:17][C:18]1[CH:23]=[CH:22][CH:21]=[CH:20][CH:19]=1)[C:12]([NH:14][CH3:15])=[O:13])[CH2:5][C:6]([OH:8])=O.C(Cl)CCl.C1C=CC2N(O)N=NC=2C=1.[O:40]1[CH2:45][CH2:44][CH2:43][CH2:42][CH:41]1[O:46][NH2:47].C(N(CC)CC)C.